The task is: Binary Classification. Given a drug SMILES string, predict its activity (active/inactive) in a high-throughput screening assay against a specified biological target.. This data is from Serine/threonine kinase 33 screen with 319,792 compounds. (1) The compound is O(c1ccc(C2CCC(=O)NC2=O)cc1)C(C)C. The result is 0 (inactive). (2) The compound is Clc1ccc(C(=O)CCC(OCC(=O)NCC(C)C)=O)cc1. The result is 0 (inactive). (3) The drug is S(=O)(=O)(N1CCCC1)c1cc(NC(=O)CNc2cc(ccc2)C(F)(F)F)ccc1. The result is 0 (inactive). (4) The compound is Fc1ccc(CN(C(=O)CCc2oc(nn2)c2ccccc2)C)cc1. The result is 0 (inactive). (5) The drug is O=C(NC12CC3CC(C1)CC(C2)C3)NC1(CCCCC1)C(OC)=O. The result is 0 (inactive). (6) The compound is s1c(NC(=O)Cn2nc(c3c(c2=O)cccc3)C(O)=O)nc(c2ccccc2)c1. The result is 0 (inactive). (7) The result is 0 (inactive). The compound is O(C(=O)N1CCC(NC(=O)c2c(cccc2)C(O)=O)CC1)CC. (8) The compound is S(c1n(c(nn1)C)C)CC(=O)NNC(=O)c1ccc(OC)cc1. The result is 0 (inactive).